From a dataset of Reaction yield outcomes from USPTO patents with 853,638 reactions. Predict the reaction yield, written as a fraction of the theoretical maximum amount of product (1.0 means a 100% yield; for example, 0.34 means a 34% yield). (1) The reactants are C([N:3]([C:9]1[C:10]([CH3:29])=[C:11]([CH3:28])[C:12]2[O:16][CH2:15][CH:14]([C:17]3[CH:22]=[CH:21][C:20]([CH:23]([CH3:25])[CH3:24])=[CH:19][CH:18]=3)[C:13]=2[C:26]=1[CH3:27])[C:4](=[O:8])[C:5]([O-:7])=O)C.[C:30]([Mg]Cl)([CH3:33])([CH3:32])[CH3:31]. The catalyst is C1COCC1. The product is [CH:23]([C:20]1[CH:21]=[CH:22][C:17]([CH:14]2[C:13]3[C:26]([CH3:27])=[C:9]([NH:3][C:4](=[O:8])[C:5](=[O:7])[C:30]([CH3:33])([CH3:32])[CH3:31])[C:10]([CH3:29])=[C:11]([CH3:28])[C:12]=3[O:16][CH2:15]2)=[CH:18][CH:19]=1)([CH3:24])[CH3:25]. The yield is 0.280. (2) The reactants are Br[C:2]1[C:3]2[N:4]([C:16](=[O:31])[N:17]([CH2:19][C:20]3[C:21]([CH3:30])=[N:22][C:23]([C:26]([F:29])([F:28])[F:27])=[CH:24][CH:25]=3)[N:18]=2)[CH:5]=[CH:6][C:7]=1[C:8]1[CH:15]=[CH:14][C:11]([C:12]#[N:13])=[CH:10][CH:9]=1.[CH3:32][O:33][C:34]1[CH:39]=[CH:38][C:37](B(O)O)=[CH:36][CH:35]=1.[O-]P([O-])([O-])=O.[K+].[K+].[K+].C(Cl)Cl. The catalyst is C1C=CC(P(C2C=CC=CC=2)[C-]2C=CC=C2)=CC=1.C1C=CC(P(C2C=CC=CC=2)[C-]2C=CC=C2)=CC=1.Cl[Pd]Cl.[Fe+2].C1COCC1. The product is [CH3:32][O:33][C:34]1[CH:39]=[CH:38][C:37]([C:2]2[C:3]3[N:4]([C:16](=[O:31])[N:17]([CH2:19][C:20]4[C:21]([CH3:30])=[N:22][C:23]([C:26]([F:27])([F:28])[F:29])=[CH:24][CH:25]=4)[N:18]=3)[CH:5]=[CH:6][C:7]=2[C:8]2[CH:15]=[CH:14][C:11]([C:12]#[N:13])=[CH:10][CH:9]=2)=[CH:36][CH:35]=1. The yield is 0.900. (3) The reactants are I[C:2]1[CH:3]=[CH:4][C:5]2[N:6]([CH:8]=[C:9]([NH:11][C:12](=[O:14])[CH3:13])[N:10]=2)[N:7]=1.[NH2:15][C:16]1[CH:17]=[C:18]([OH:23])[CH:19]=[CH:20][C:21]=1[F:22].C(=O)([O-])[O-].[K+].[K+].O. The catalyst is CN(C)C=O. The product is [NH2:15][C:16]1[CH:17]=[C:18]([CH:19]=[CH:20][C:21]=1[F:22])[O:23][C:2]1[CH:3]=[CH:4][C:5]2[N:6]([CH:8]=[C:9]([NH:11][C:12](=[O:14])[CH3:13])[N:10]=2)[N:7]=1. The yield is 0.790.